From a dataset of Drug-target binding data from BindingDB using IC50 measurements. Regression. Given a target protein amino acid sequence and a drug SMILES string, predict the binding affinity score between them. We predict pIC50 (pIC50 = -log10(IC50 in M); higher means more potent). Dataset: bindingdb_ic50. (1) The compound is N#C[C@@]1(c2ccc3c(N)ncnn23)O[C@H](COP(=O)(O)OP(=O)(O)OP(=O)(O)O)[C@@H](O)[C@H]1O. The target protein (O00411) has sequence MSALCWGRGAAGLKRALRPCGRPGLPGKEGTAGGVCGPRRSSSASPQEQDQDRRKDWGHVELLEVLQARVRQLQAESVSEVVVNRVDVARLPECGSGDGSLQPPRKVQMGAKDATPVPCGRWAKILEKDKRTQQMRMQRLKAKLQMPFQSGEFKALTRRLQVEPRLLSKQMAGCLEDCTRQAPESPWEEQLARLLQEAPGKLSLDVEQAPSGQHSQAQLSGQQQRLLAFFKCCLLTDQLPLAHHLLVVHHGQRQKRKLLTLDMYNAVMLGWARQGAFKELVYVLFMVKDAGLTPDLLSYAAALQCMGRQDQDAGTIERCLEQMSQEGLKLQALFTAVLLSEEDRATVLKAVHKVKPTFSLPPQLPPPVNTSKLLRDVYAKDGRVSYPKLHLPLKTLQCLFEKQLHMELASRVCVVSVEKPTLPSKEVKHARKTLKTLRDQWEKALCRALRETKNRLEREVYEGRFSLYPFLCLLDEREVVRMLLQVLQALPAQGESFTTL.... The pIC50 is 3.7. (2) The drug is CCCCCCCCCc1ccc(CNCCCP(=O)(O)O)cc1. The target protein (P21453) has sequence MGPTSVPLVKAHRSSVSDYVNYDIIVRHYNYTGKLNISADKENSIKLTSVVFILICCFIILENIFVLLTIWKTKKFHRPMYYFIGNLALSDLLAGVAYTANLLLSGATTYKLTPAQWFLREGSMFVALSASVFSLLAIAIERYITMLKMKLHNGSNNFRLFLLISACWVISLILGGLPIMGWNCISALSSCSTVLPLYHKHYILFCTTVFTLLLLSIVILYCRIYSLVRTRSRRLTFRKNISKASRSSEKSLALLKTVIIVLSVFIACWAPLFILLLLDVGCKVKTCDILFRAEYFLVLAVLNSGTNPIIYTLTNKEMRRAFIRIMSCCKCPSGDSAGKFKRPIIAGMEFSRSKSDNSSHPQKDEGDNPETIMSSGNVNSSS. The pIC50 is 8.5. (3) The compound is Cc1ccc(NC(=O)c2sc3ccccc3c2Cl)cc1[N+](=O)[O-]. The target protein (P9WGR1) has sequence MTGLLDGKRILVSGIITDSSIAFHIARVAQEQGAQLVLTGFDRLRLIQRITDRLPAKAPLLELDVQNEEHLASLAGRVTEAIGAGNKLDGVVHSIGFMPQTGMGINPFFDAPYADVSKGIHISAYSYASMAKALLPIMNPGGSIVGMDFDPSRAMPAYNWMTVAKSALESVNRFVAREAGKYGVRSNLVAAGPIRTLAMSAIVGGALGEEAGAQIQLLEEGWDQRAPIGWNMKDATPVAKTVCALLSDWLPATTGDIIYADGGAHTQLL. The pIC50 is 5.7. (4) The drug is NS(=O)(=O)c1sc(Cl)cc1C1=NN(c2nc(-c3ccc(Cl)cc3)cs2)C(c2ccc(F)cc2)C1. The target protein (P22985) has sequence MTADELVFFVNGKKVVEKNADPETTLLVYLRRKLGLCGTKLGCGEGGCGACTVMISKYDRLQNKIVHFSVNACLAPICSLHHVAVTTVEGIGNTQKLHPVQERIARSHGSQCGFCTPGIVMSMYTLLRNQPEPTVEEIENAFQGNLCRCTGYRPILQGFRTFAKDGGCCGGSGNNPNCCMNQTKDQTVSLSPSLFNPEDFKPLDPTQEPIFPPELLRLKDTPQKKLRFEGERVTWIQASTMEELLDLKAQHPDAKLVVGNTEIGIEMKFKNMLFPLIVCPAWIPELNSVVHGPEGISFGASCPLSLVESVLAEEIAKLPEQKTEVFRGVMEQLRWFAGKQVKSVASIGGNIITASPISDLNPVFMASGAKLTLVSRGTRRTVRMDHTFFPGYRKTLLRPEEILLSIEIPYSKEGEFFSAFKQASRREDDIAKVTSGMRVLFKPGTIEVQELSLCFGGMADRTISALKTTPKQLSKSWNEELLQSVCAGLAEELQLAPDAP.... The pIC50 is 4.3. (5) The small molecule is CN(C)c1ccc(-c2ccc3c(N)ncnc3n2)cc1. The target protein (Q64640) has sequence MAAADEPKPKKLKVEAPEALSENVLFGMGNPLLDISAVVDKDFLDKYSLKPNDQILAEDKHKELFDELVKKFKVEYHAGGSTQNSMKVAQWMIQEPHRAATFFGCIGIDKFGEILKSKAADAHVDAHYYEQNEQPTGTCAACITGGNRSLVANLAAANCYKKEKHLDLENNWMLVEKARVYYIAGFFLTVSPESVLKVARYAAENNRTFTLNLSAPFISQFFKEALMEVMPYVDILFGNETEAATFAREQGFETKDIKEIARKTQALPKVNSKRQRTVIFTQGRDDTIVATGNDVTAFPVLDQNQEEIVDTNGAGDAFVGGFLSQLVSNKPLTECIRAGHYAASVIIRRTGCTFPEKPDFH. The pIC50 is 6.1. (6) The small molecule is CNC12CC3CC(CC(C3)O1)C2. The target protein sequence is MSLLTEVETPIRNEWGCRCNDSSDPLVVAASIIGILHLILWILDRLFFKCIYRFFEHGLKRGPSTEGVPESMREEYRKEQQSAVDADDSHFVSIEL. The pIC50 is 4.6. (7) The small molecule is CC(C)C[C@H](NC(=O)[C@H](CCC(N)=O)NC(=O)[C@@H]1CCCN1C(=O)[C@H](CC(N)=O)NC(=O)[C@@H](N)CCCCN)C(=O)N[C@@H](CCCN=C(N)N)C(=O)O. The target protein (P12276) has sequence MEDVVIAGIAGKLPESENLQEFWENLLNGVDMVTEDDRRWKPGIYGLPKRNGKLKDIKKFDASFFGVHPKQAHTMDPQLRLLLEVSYEAILDGGINPTALRGTDTGVWVGASGSEALEALSQDPEELLGYSMTGCQRAMLANRISYFYDFTGPSLTIDTACSSSLMALENAYKAIRHGQCSAALVGGVNILLKPNTSVQFMKLGMLSPDGACKAFDVSGNGYCRSEAVVVVLLTKKSMAKRVYATIVNAGSNTDGFKEQGVTFPSGEMQQQLVGSLYRECGIKPGDVEYVEAHGTGTKVGDPQEVNGIVNVFCQCEREPLLIGSTKSNMGHPEPASGLAALAKVILSLEHGLWAPNLHFNDPNPDIPALHDGSLKVVCKPTPVKGGLVSINSFGFGGSNAHVILRPNEKKCQPQETCNLPRLVQVCGRTQEAVEILIEESRKHGGCSPFLSLLSDISAVPVSSMPYRGYTLVGTESDITEIQQVQASGRPLWYICSGMGT.... The pIC50 is 4.1.